Task: Regression. Given two drug SMILES strings and cell line genomic features, predict the synergy score measuring deviation from expected non-interaction effect.. Dataset: NCI-60 drug combinations with 297,098 pairs across 59 cell lines (1) Drug 1: C1CN1P(=S)(N2CC2)N3CC3. Drug 2: C1CCC(C(C1)N)N.C(=O)(C(=O)[O-])[O-].[Pt+4]. Cell line: IGROV1. Synergy scores: CSS=10.8, Synergy_ZIP=-5.21, Synergy_Bliss=0.911, Synergy_Loewe=-1.04, Synergy_HSA=2.39. (2) Drug 2: CC1=C(C(=O)C2=C(C1=O)N3CC4C(C3(C2COC(=O)N)OC)N4)N. Drug 1: CC(C)(C#N)C1=CC(=CC(=C1)CN2C=NC=N2)C(C)(C)C#N. Cell line: PC-3. Synergy scores: CSS=6.56, Synergy_ZIP=-0.301, Synergy_Bliss=1.55, Synergy_Loewe=-4.58, Synergy_HSA=-2.07. (3) Drug 2: CC(C)NC(=O)C1=CC=C(C=C1)CNNC.Cl. Cell line: BT-549. Synergy scores: CSS=1.72, Synergy_ZIP=1.87, Synergy_Bliss=2.15, Synergy_Loewe=-2.17, Synergy_HSA=-0.572. Drug 1: CC1=C(C=C(C=C1)NC2=NC=CC(=N2)N(C)C3=CC4=NN(C(=C4C=C3)C)C)S(=O)(=O)N.Cl. (4) Drug 1: CNC(=O)C1=CC=CC=C1SC2=CC3=C(C=C2)C(=NN3)C=CC4=CC=CC=N4. Drug 2: CNC(=O)C1=NC=CC(=C1)OC2=CC=C(C=C2)NC(=O)NC3=CC(=C(C=C3)Cl)C(F)(F)F. Cell line: SNB-75. Synergy scores: CSS=-3.40, Synergy_ZIP=-3.67, Synergy_Bliss=-9.69, Synergy_Loewe=-11.3, Synergy_HSA=-11.3. (5) Drug 1: C1CCC(C1)C(CC#N)N2C=C(C=N2)C3=C4C=CNC4=NC=N3. Drug 2: CC1OCC2C(O1)C(C(C(O2)OC3C4COC(=O)C4C(C5=CC6=C(C=C35)OCO6)C7=CC(=C(C(=C7)OC)O)OC)O)O. Cell line: SK-MEL-2. Synergy scores: CSS=43.3, Synergy_ZIP=8.28, Synergy_Bliss=7.12, Synergy_Loewe=-14.5, Synergy_HSA=2.39. (6) Synergy scores: CSS=17.1, Synergy_ZIP=-7.65, Synergy_Bliss=-7.39, Synergy_Loewe=-8.62, Synergy_HSA=-4.05. Drug 2: C1CCC(C(C1)N)N.C(=O)(C(=O)[O-])[O-].[Pt+4]. Drug 1: CC1OCC2C(O1)C(C(C(O2)OC3C4COC(=O)C4C(C5=CC6=C(C=C35)OCO6)C7=CC(=C(C(=C7)OC)O)OC)O)O. Cell line: SNB-19.